Dataset: Full USPTO retrosynthesis dataset with 1.9M reactions from patents (1976-2016). Task: Predict the reactants needed to synthesize the given product. (1) Given the product [CH2:1]([O:3][C:4](=[O:26])[C:5]([C:10](=[O:25])[C:11]1[CH:16]=[C:15]([F:17])[C:14]([F:18])=[C:13]([O:19][C:20]([F:22])([F:23])[F:21])[C:12]=1[F:24])=[CH:6][NH:41][C:38]1[CH:37]=[CH:36][C:35]([CH2:34][N:29]2[CH2:33][CH2:32][CH2:31][CH2:30]2)=[CH:40][CH:39]=1)[CH3:2], predict the reactants needed to synthesize it. The reactants are: [CH2:1]([O:3][C:4](=[O:26])[C:5]([C:10](=[O:25])[C:11]1[CH:16]=[C:15]([F:17])[C:14]([F:18])=[C:13]([O:19][C:20]([F:23])([F:22])[F:21])[C:12]=1[F:24])=[CH:6]OCC)[CH3:2].Cl.Cl.[N:29]1([CH2:34][C:35]2[CH:40]=[CH:39][C:38]([NH2:41])=[CH:37][CH:36]=2)[CH2:33][CH2:32][CH2:31][CH2:30]1.C(N(CC)CC)C. (2) Given the product [Cl:1][C:2]1[N:3]=[C:4]([N:14]2[CH2:19][CH2:18][O:17][CH2:16][CH2:15]2)[C:5]2[O:10][C:9]([C:11]([N:51]3[CH2:52][CH2:53][N:48]([S:45]([CH3:44])(=[O:47])=[O:46])[CH2:49][CH2:50]3)=[O:13])=[CH:8][C:6]=2[N:7]=1, predict the reactants needed to synthesize it. The reactants are: [Cl:1][C:2]1[N:3]=[C:4]([N:14]2[CH2:19][CH2:18][O:17][CH2:16][CH2:15]2)[C:5]2[O:10][C:9]([C:11]([OH:13])=O)=[CH:8][C:6]=2[N:7]=1.CN(C(ON1N=NC2C=CC=NC1=2)=[N+](C)C)C.F[P-](F)(F)(F)(F)F.[CH3:44][S:45]([N:48]1[CH2:53][CH2:52][NH:51][CH2:50][CH2:49]1)(=[O:47])=[O:46].C(N(C(C)C)CC)(C)C.